From a dataset of Full USPTO retrosynthesis dataset with 1.9M reactions from patents (1976-2016). Predict the reactants needed to synthesize the given product. The reactants are: [CH2:1]([N:8]1[CH2:13][CH2:12][N:11]([C:14]([O:16][C:17]([CH3:20])([CH3:19])[CH3:18])=[O:15])[C@H:10]([CH:21]=[O:22])[CH2:9]1)[C:2]1[CH:7]=[CH:6][CH:5]=[CH:4][CH:3]=1.[CH:23]([Mg]Br)([CH3:25])[CH3:24].[Cl-].[NH4+]. Given the product [CH2:1]([N:8]1[CH2:13][CH2:12][N:11]([C:14]([O:16][C:17]([CH3:18])([CH3:19])[CH3:20])=[O:15])[C@H:10]([CH:21]([OH:22])[CH:23]([CH3:25])[CH3:24])[CH2:9]1)[C:2]1[CH:7]=[CH:6][CH:5]=[CH:4][CH:3]=1, predict the reactants needed to synthesize it.